This data is from Full USPTO retrosynthesis dataset with 1.9M reactions from patents (1976-2016). The task is: Predict the reactants needed to synthesize the given product. Given the product [Br:34][CH2:19][C:20]1[CH:21]=[CH:22][C:23]([C:30]([F:33])([F:32])[F:31])=[C:24]([CH2:26][CH2:27][OH:28])[CH:25]=1, predict the reactants needed to synthesize it. The reactants are: C(OOC(=O)C1C=CC=CC=1)(=O)C1C=CC=CC=1.[CH3:19][C:20]1[CH:21]=[CH:22][C:23]([C:30]([F:33])([F:32])[F:31])=[C:24]([CH2:26][C:27](O)=[O:28])[CH:25]=1.[Br:34]N1C(=O)CCC1=O.